From a dataset of Reaction yield outcomes from USPTO patents with 853,638 reactions. Predict the reaction yield, written as a fraction of the theoretical maximum amount of product (1.0 means a 100% yield; for example, 0.34 means a 34% yield). (1) The reactants are Cl.Cl.[NH2:3][C@H:4]1[CH2:23][C:7]2[N:8]([CH2:17][C:18]3[CH:22]=[CH:21][S:20][N:19]=3)[C:9]3[CH:10]=[CH:11][C:12]([C:15]#[N:16])=[CH:13][C:14]=3[C:6]=2[CH2:5]1.C(N(CC)CC)C.N12CCN(CC1)CC2.[CH3:39][N:40]([CH3:45])[S:41](Cl)(=[O:43])=[O:42]. The catalyst is C(Cl)(Cl)Cl.C(Cl)Cl. The product is [C:15]([C:12]1[CH:11]=[CH:10][C:9]2[N:8]([CH2:17][C:18]3[CH:22]=[CH:21][S:20][N:19]=3)[C:7]3[CH2:23][C@H:4]([NH:3][S:41]([N:40]([CH3:45])[CH3:39])(=[O:43])=[O:42])[CH2:5][C:6]=3[C:14]=2[CH:13]=1)#[N:16]. The yield is 0.750. (2) The reactants are [CH3:1][O:2][C:3]1[CH:4]=[CH:5][C:6]2[N:10]=[CH:9][N:8]([CH2:11][C:12]3[CH:23]=[CH:22][C:15]4[N:16]=[C:17](S(C)=O)[O:18][C:14]=4[CH:13]=3)[C:7]=2[CH:24]=1.[NH2:25][C@@H:26]1[CH2:31][CH2:30][CH2:29][CH2:28][C@H:27]1[OH:32].CCN(C(C)C)C(C)C.O. The catalyst is CC(N(C)C)=O. The product is [CH3:1][O:2][C:3]1[CH:4]=[CH:5][C:6]2[N:10]=[CH:9][N:8]([CH2:11][C:12]3[CH:23]=[CH:22][C:15]4[N:16]=[C:17]([NH:25][C@@H:26]5[CH2:31][CH2:30][CH2:29][CH2:28][C@H:27]5[OH:32])[O:18][C:14]=4[CH:13]=3)[C:7]=2[CH:24]=1. The yield is 0.290. (3) The product is [N:7]1([CH2:3][CH2:2][C:1]([O:5][CH3:6])=[O:4])[CH2:9][CH2:8]1. No catalyst specified. The reactants are [C:1]([O:5][CH3:6])(=[O:4])[CH:2]=[CH2:3].[NH:7]1[CH2:9][CH2:8]1.C(OC)(=O)C=C.N1CC1. The yield is 0.960.